This data is from Forward reaction prediction with 1.9M reactions from USPTO patents (1976-2016). The task is: Predict the product of the given reaction. (1) The product is: [Br:17][C:18]1[CH:23]=[CH:22][CH:21]=[CH:20][C:19]=1[S:24]([NH:1][C:2]([CH3:7])([CH3:6])[CH2:3][CH2:4][OH:5])(=[O:26])=[O:25]. Given the reactants [NH2:1][C:2]([CH3:7])([CH3:6])[CH2:3][CH2:4][OH:5].CCN(C(C)C)C(C)C.[Br:17][C:18]1[CH:23]=[CH:22][CH:21]=[CH:20][C:19]=1[S:24](Cl)(=[O:26])=[O:25], predict the reaction product. (2) Given the reactants Br[CH2:2][CH2:3][CH2:4][O:5][C:6]1[CH:7]=[CH:8][C:9]2[C:15]([CH3:17])([CH3:16])[CH2:14][CH2:13][C:12](=[O:18])[NH:11][C:10]=2[CH:19]=1.Cl.[Cl:21][C:22]1[C:27]([Cl:28])=[CH:26][CH:25]=[CH:24][C:23]=1[N:29]1[CH2:34][CH2:33][NH:32][CH2:31][CH2:30]1.[I-].[Na+].C(=O)([O-])[O-].[K+].[K+], predict the reaction product. The product is: [Cl:21][C:22]1[C:27]([Cl:28])=[CH:26][CH:25]=[CH:24][C:23]=1[N:29]1[CH2:34][CH2:33][N:32]([CH2:2][CH2:3][CH2:4][O:5][C:6]2[CH:7]=[CH:8][C:9]3[C:15]([CH3:17])([CH3:16])[CH2:14][CH2:13][C:12](=[O:18])[NH:11][C:10]=3[CH:19]=2)[CH2:31][CH2:30]1. (3) Given the reactants [C:1]([O:5][C:6]([N:8]1[CH:12]=[C:11]([CH2:13]Br)[CH:10]=[N:9]1)=[O:7])([CH3:4])([CH3:3])[CH3:2].[C-:15]#[N:16].[K+].O, predict the reaction product. The product is: [C:1]([O:5][C:6]([N:8]1[CH:12]=[C:11]([CH2:13][C:15]#[N:16])[CH:10]=[N:9]1)=[O:7])([CH3:4])([CH3:3])[CH3:2]. (4) Given the reactants Cl[C:2]1[C:7]2[N:8]=[CH:9][NH:10][C:6]=2[CH:5]=[CH:4][N:3]=1.[O-:11][C:12]1[CH:17]=[CH:16][CH:15]=[CH:14][CH:13]=1.[Na+], predict the reaction product. The product is: [O:11]([C:2]1[C:7]2[N:8]=[CH:9][NH:10][C:6]=2[CH:5]=[CH:4][N:3]=1)[C:12]1[CH:17]=[CH:16][CH:15]=[CH:14][CH:13]=1.